This data is from Full USPTO retrosynthesis dataset with 1.9M reactions from patents (1976-2016). The task is: Predict the reactants needed to synthesize the given product. (1) Given the product [C:1]([C:5]1[S:6][C:7]([C:10]([OH:12])=[O:11])=[CH:8][N:9]=1)([CH3:4])([CH3:2])[CH3:3], predict the reactants needed to synthesize it. The reactants are: [C:1]([C:5]1[S:6][C:7]([C:10]([O:12]CC)=[O:11])=[CH:8][N:9]=1)([CH3:4])([CH3:3])[CH3:2].[OH-].[Li+]. (2) Given the product [F:16][CH:14]1[CH2:15][NH:11][C@H:12]([C:18]([OH:20])=[O:19])[CH:13]1[CH3:17], predict the reactants needed to synthesize it. The reactants are: C(OC([N:11]1[CH2:15][CH:14]([F:16])[CH:13]([CH3:17])[C@H:12]1[C:18]([OH:20])=[O:19])=O)C1C=CC=CC=1.